This data is from Reaction yield outcomes from USPTO patents with 853,638 reactions. The task is: Predict the reaction yield, written as a fraction of the theoretical maximum amount of product (1.0 means a 100% yield; for example, 0.34 means a 34% yield). (1) The reactants are [C:1]([C:3]1[CH:4]=[C:5]([CH:18]=[CH:19][CH:20]=1)[C:6]([N:8]1[C:17]2[C:12](=[CH:13][CH:14]=[CH:15][CH:16]=2)[CH2:11][CH2:10][CH2:9]1)=[O:7])#[N:2].[ClH:21]. The catalyst is CO.[Pd]. The product is [ClH:21].[NH2:2][CH2:1][C:3]1[CH:4]=[C:5]([CH:18]=[CH:19][CH:20]=1)[C:6]([N:8]1[C:17]2[C:12](=[CH:13][CH:14]=[CH:15][CH:16]=2)[CH2:11][CH2:10][CH2:9]1)=[O:7]. The yield is 0.990. (2) The reactants are [CH:1](=O)[CH2:2][CH2:3][CH2:4][CH:5]=[O:6].Cl.[CH2:9]([NH2:16])[C:10]1[CH:15]=[CH:14][CH:13]=[CH:12][CH:11]=1.[CH2:17]([C:24](O)=O)[C:18](CC(O)=O)=O.C([O-])(=O)C.[Na+]. The catalyst is O. The product is [CH2:9]([N:16]1[CH:3]2[CH2:2][CH2:1][CH2:24][CH:17]1[CH2:18][C:5](=[O:6])[CH2:4]2)[C:10]1[CH:15]=[CH:14][CH:13]=[CH:12][CH:11]=1. The yield is 0.780. (3) The reactants are [CH3:1][C:2]1([CH3:23])[CH2:7][CH2:6][N:5]([C:8]2[CH:13]=[N:12][C:11]([C:14]#[C:15][C:16]3[CH:21]=[CH:20][CH:19]=[CH:18][CH:17]=3)=[CH:10][N:9]=2)[C:4](=[O:22])[NH:3]1.[H-].[Na+].I[CH3:27]. The catalyst is CN(C=O)C. The product is [CH3:27][N:3]1[C:2]([CH3:23])([CH3:1])[CH2:7][CH2:6][N:5]([C:8]2[CH:13]=[N:12][C:11]([C:14]#[C:15][C:16]3[CH:21]=[CH:20][CH:19]=[CH:18][CH:17]=3)=[CH:10][N:9]=2)[C:4]1=[O:22]. The yield is 0.810. (4) The reactants are [I:1][C:2]1[CH:17]=[CH:16][CH:15]=[CH:14][C:3]=1[O:4][C:5]1[CH:10]=[CH:9][CH:8]=[CH:7][C:6]=1[N+:11]([O-])=O. The catalyst is C(O)C.O. The product is [I:1][C:2]1[CH:17]=[CH:16][CH:15]=[CH:14][C:3]=1[O:4][C:5]1[CH:10]=[CH:9][CH:8]=[CH:7][C:6]=1[NH2:11]. The yield is 0.980. (5) The product is [Br:61][C:59]1[CH:60]=[C:55]([NH:9][C:6]2[N:7]=[N:8][C:3]([C:2]([F:1])([F:10])[F:11])=[CH:4][CH:5]=2)[C:56](=[O:63])[N:57]([CH3:62])[CH:58]=1. The catalyst is C1C=CC(/C=C/C(/C=C/C2C=CC=CC=2)=O)=CC=1.C1C=CC(/C=C/C(/C=C/C2C=CC=CC=2)=O)=CC=1.C1C=CC(/C=C/C(/C=C/C2C=CC=CC=2)=O)=CC=1.[Pd].[Pd].O1CCOCC1. The yield is 0.890. The reactants are [F:1][C:2]([F:11])([F:10])[C:3]1[N:8]=[N:7][C:6]([NH2:9])=[CH:5][CH:4]=1.CC1(C)C2C(=C(P(C3C=CC=CC=3)C3C=CC=CC=3)C=CC=2)OC2C(P(C3C=CC=CC=3)C3C=CC=CC=3)=CC=CC1=2.Br[C:55]1[C:56](=[O:63])[N:57]([CH3:62])[CH:58]=[C:59]([Br:61])[CH:60]=1.C([O-])([O-])=O.[Cs+].[Cs+]. (6) The reactants are P(Br)(Br)[Br:2].[C:5]([N:12]1[C:20]2[C:15](=[C:16]([CH2:21]O)[CH:17]=[CH:18][CH:19]=2)[CH:14]=[CH:13]1)([O:7][C:8]([CH3:11])([CH3:10])[CH3:9])=[O:6].C([O-])(O)=O.[Na+]. The catalyst is CCOCC.C(Cl)Cl. The product is [Br:2][CH2:21][C:16]1[CH:17]=[CH:18][CH:19]=[C:20]2[C:15]=1[CH:14]=[CH:13][N:12]2[C:5]([O:7][C:8]([CH3:11])([CH3:10])[CH3:9])=[O:6]. The yield is 0.840.